Dataset: Full USPTO retrosynthesis dataset with 1.9M reactions from patents (1976-2016). Task: Predict the reactants needed to synthesize the given product. (1) The reactants are: [NH2:1][C@@H:2]([CH3:17])[C@@H:3]([C:5]1[CH:6]=[CH:7][C:8]([OH:16])=[C:9]([NH:11][S:12]([CH3:15])(=[O:14])=[O:13])[CH:10]=1)[OH:4].[CH3:18][O:19][C:20]1[CH:21]=[C:22]([CH:25]=[C:26]([O:28][CH3:29])[CH:27]=1)[CH:23]=O.O. Given the product [CH3:29][O:28][C:26]1[CH:25]=[C:22]([CH:21]=[C:20]([O:19][CH3:18])[CH:27]=1)[CH2:23][NH:1][C@@H:2]([CH3:17])[C@@H:3]([C:5]1[CH:6]=[CH:7][C:8]([OH:16])=[C:9]([NH:11][S:12]([CH3:15])(=[O:14])=[O:13])[CH:10]=1)[OH:4], predict the reactants needed to synthesize it. (2) Given the product [CH3:20][O:19][C:15]1[C:14]2[NH:21][C:29](=[O:30])[C@:10]3([C:24]([O:26][CH2:27][CH3:28])=[O:25])[CH2:9][NH:8][CH2:12][C@@H:11]3[C:13]=2[CH:18]=[CH:17][CH:16]=1, predict the reactants needed to synthesize it. The reactants are: C([N:8]1[CH2:12][CH:11]([C:13]2[CH:18]=[CH:17][CH:16]=[C:15]([O:19][CH3:20])[C:14]=2[N+:21]([O-])=O)[C:10]([C:29](OCC)=[O:30])([C:24]([O:26][CH2:27][CH3:28])=[O:25])[CH2:9]1)C1C=CC=CC=1.[H][H]. (3) Given the product [CH2:21]([O:1][C:2]1[C:10]2[CH:9]=[C:8]([C:11]3[O:15][N:14]=[C:13]([CH3:16])[N:12]=3)[O:7][C:6]=2[CH:5]=[CH:4][CH:3]=1)[C@H:22]1[O:24][CH2:23]1, predict the reactants needed to synthesize it. The reactants are: [OH:1][C:2]1[C:10]2[CH:9]=[C:8]([C:11]3[O:15][N:14]=[C:13]([CH3:16])[N:12]=3)[O:7][C:6]=2[CH:5]=[CH:4][CH:3]=1.S(C1C=CC([N+]([O-])=O)=CC=1)(O[CH2:21][C@H:22]1[O:24][CH2:23]1)(=O)=O. (4) Given the product [CH3:11][N:12]1[CH2:17][CH2:16][N:15]([CH2:1][C:3]2[CH:4]=[C:5]([CH:8]=[CH:9][CH:10]=2)[C:6]#[N:7])[CH2:14][CH2:13]1, predict the reactants needed to synthesize it. The reactants are: [CH:1]([C:3]1[CH:4]=[C:5]([CH:8]=[CH:9][CH:10]=1)[C:6]#[N:7])=O.[CH3:11][N:12]1[CH2:17][CH2:16][NH:15][CH2:14][CH2:13]1.[BH-](OC(C)=O)(OC(C)=O)OC(C)=O.[Na+].CC(O)=O. (5) The reactants are: C[O:2][C:3]([C:5]1([CH:10]=[N:11][O:12][CH2:13][C:14]2[CH:19]=[CH:18][CH:17]=[CH:16][CH:15]=2)[CH2:9][CH2:8][CH2:7][CH2:6]1)=[O:4].[OH-].[Na+].Cl. Given the product [CH2:13]([O:12][N:11]=[CH:10][C:5]1([C:3]([OH:4])=[O:2])[CH2:9][CH2:8][CH2:7][CH2:6]1)[C:14]1[CH:19]=[CH:18][CH:17]=[CH:16][CH:15]=1, predict the reactants needed to synthesize it. (6) Given the product [F:1][C:2]1[CH:10]=[C:9]2[C:5]([CH:6]=[N:7][N:8]2[CH3:11])=[CH:4][C:3]=1[CH2:12][C:13]1[N:17]2[N:18]=[C:19]([C:22]3[CH:23]=[N:24][N:25]([CH2:27][CH2:28][OH:29])[CH:26]=3)[CH:20]=[CH:21][C:16]2=[N:15][CH:14]=1, predict the reactants needed to synthesize it. The reactants are: [F:1][C:2]1[CH:10]=[C:9]2[C:5]([CH:6]=[N:7][N:8]2[CH3:11])=[CH:4][C:3]=1[CH2:12][C:13]1[N:17]2[N:18]=[C:19]([C:22]3[CH:23]=[N:24][N:25]([CH2:27][CH2:28][O:29]C4CCCCO4)[CH:26]=3)[CH:20]=[CH:21][C:16]2=[N:15][CH:14]=1.Cl. (7) The reactants are: [NH2:1][C:2]1[CH:7]=[CH:6][C:5]([C:8]2[CH:16]=[CH:15][CH:14]=[C:13]3[C:9]=2[CH2:10][NH:11][C:12]3=[O:17])=[CH:4][CH:3]=1.[C:18]1([CH3:27])[CH:23]=[CH:22][CH:21]=[C:20]([N:24]=[C:25]=[S:26])[CH:19]=1.O. Given the product [CH3:27][C:18]1[CH:19]=[C:20]([NH:24][C:25]([NH:1][C:2]2[CH:3]=[CH:4][C:5]([C:8]3[CH:16]=[CH:15][CH:14]=[C:13]4[C:9]=3[CH2:10][NH:11][C:12]4=[O:17])=[CH:6][CH:7]=2)=[S:26])[CH:21]=[CH:22][CH:23]=1, predict the reactants needed to synthesize it.